From a dataset of Peptide-MHC class I binding affinity with 185,985 pairs from IEDB/IMGT. Regression. Given a peptide amino acid sequence and an MHC pseudo amino acid sequence, predict their binding affinity value. This is MHC class I binding data. (1) The peptide sequence is AVFDSFVER. The MHC is HLA-A02:06 with pseudo-sequence HLA-A02:06. The binding affinity (normalized) is 0.898. (2) The binding affinity (normalized) is 0.293. The peptide sequence is WALCEALTL. The MHC is H-2-Db with pseudo-sequence H-2-Db. (3) The peptide sequence is QLLMPLKAPK. The MHC is HLA-A11:01 with pseudo-sequence HLA-A11:01. The binding affinity (normalized) is 0.539.